This data is from Reaction yield outcomes from USPTO patents with 853,638 reactions. The task is: Predict the reaction yield, written as a fraction of the theoretical maximum amount of product (1.0 means a 100% yield; for example, 0.34 means a 34% yield). (1) The reactants are [CH2:1]([O:8][CH2:9][N:10]1[C:18]2[C:17](Cl)=[N:16][CH:15]=[N:14][C:13]=2[C:12]([CH2:20][NH:21][CH2:22][C@H:23]([OH:27])[CH2:24][S:25][CH3:26])=[CH:11]1)[C:2]1[CH:7]=[CH:6][CH:5]=[CH:4][CH:3]=1.[NH3:28].CO. No catalyst specified. The product is [NH2:28][C:17]1[C:18]2[N:10]([CH2:9][O:8][CH2:1][C:2]3[CH:7]=[CH:6][CH:5]=[CH:4][CH:3]=3)[CH:11]=[C:12]([CH2:20][NH:21][CH2:22][C@H:23]([OH:27])[CH2:24][S:25][CH3:26])[C:13]=2[N:14]=[CH:15][N:16]=1. The yield is 0.720. (2) The reactants are [CH3:1][CH:2]1[CH2:7][CH2:6][CH2:5][CH2:4][N:3]1[C:8]1[CH:16]=[CH:15][C:11]([C:12]([OH:14])=[O:13])=[CH:10][C:9]=1[N+:17]([O-])=O.[H][H]. The catalyst is [Pd]. The product is [NH2:17][C:9]1[CH:10]=[C:11]([CH:15]=[CH:16][C:8]=1[N:3]1[CH2:4][CH2:5][CH2:6][CH2:7][CH:2]1[CH3:1])[C:12]([OH:14])=[O:13]. The yield is 0.990. (3) The product is [C:14]([CH2:13][CH2:12][C:9]1[C:10]([CH3:11])=[C:6]([C:4]([OH:3])=[O:5])[NH:7][C:8]=1[CH:19]=[C:26]1[C:25]2[C:29](=[CH:30][CH:31]=[C:23]([O:22][CH3:21])[CH:24]=2)[NH:28][C:27]1=[O:32])([OH:16])=[O:15]. The yield is 0.650. The catalyst is N1CCCCC1.C(O)C. The reactants are C([O:3][C:4]([C:6]1[NH:7][C:8]([CH:19]=O)=[C:9]([CH2:12][CH2:13][C:14]([O:16]CC)=[O:15])[C:10]=1[CH3:11])=[O:5])C.[CH3:21][O:22][C:23]1[CH:24]=[C:25]2[C:29](=[CH:30][CH:31]=1)[NH:28][C:27](=[O:32])[CH2:26]2.[OH-].[K+]. (4) The reactants are [NH2:1][C:2]1[CH:9]=[CH:8][C:7]([O:10][CH3:11])=[CH:6][C:3]=1[C:4]#[N:5].C=O.[C-]#[N:15].[K+].C([O-])([O-])=O.[Na+].[Na+].[C:23](O)(=O)[CH3:24]. The catalyst is S(=O)(=O)(O)O.[Cl-].[Zn+2].[Cl-]. The product is [C:23]([CH2:24][NH:1][C:2]1[CH:9]=[CH:8][C:7]([O:10][CH3:11])=[CH:6][C:3]=1[C:4]#[N:5])#[N:15]. The yield is 0.500. (5) The reactants are Cl[C:2]1[CH:7]=[CH:6][N:5]=[CH:4][C:3]=1[NH:8][C:9](=O)[C:10]1[CH:15]=[CH:14][C:13]([O:16][C@H:17]2[CH2:20][C@H:19]([N:21]3[CH2:26][CH2:25][CH2:24][CH2:23][CH2:22]3)[CH2:18]2)=[CH:12][CH:11]=1.COC1C=CC(P2(=S)SP(C3C=CC(OC)=CC=3)(=S)[S:37]2)=CC=1. The catalyst is C1(C)C=CC=CC=1. The product is [N:21]1([C@H:19]2[CH2:20][C@H:17]([O:16][C:13]3[CH:14]=[CH:15][C:10]([C:9]4[S:37][C:2]5[CH:7]=[CH:6][N:5]=[CH:4][C:3]=5[N:8]=4)=[CH:11][CH:12]=3)[CH2:18]2)[CH2:26][CH2:25][CH2:24][CH2:23][CH2:22]1. The yield is 0.720.